Task: Regression. Given two drug SMILES strings and cell line genomic features, predict the synergy score measuring deviation from expected non-interaction effect.. Dataset: NCI-60 drug combinations with 297,098 pairs across 59 cell lines (1) Drug 1: C1=CN(C(=O)N=C1N)C2C(C(C(O2)CO)O)O.Cl. Drug 2: CC1C(C(CC(O1)OC2CC(OC(C2O)C)OC3=CC4=CC5=C(C(=O)C(C(C5)C(C(=O)C(C(C)O)O)OC)OC6CC(C(C(O6)C)O)OC7CC(C(C(O7)C)O)OC8CC(C(C(O8)C)O)(C)O)C(=C4C(=C3C)O)O)O)O. Cell line: COLO 205. Synergy scores: CSS=69.1, Synergy_ZIP=-2.59, Synergy_Bliss=-4.68, Synergy_Loewe=-2.09, Synergy_HSA=-1.13. (2) Drug 1: CC(CN1CC(=O)NC(=O)C1)N2CC(=O)NC(=O)C2. Drug 2: C(=O)(N)NO. Cell line: HCC-2998. Synergy scores: CSS=30.5, Synergy_ZIP=2.06, Synergy_Bliss=4.61, Synergy_Loewe=3.39, Synergy_HSA=6.30. (3) Drug 2: CC1C(C(CC(O1)OC2CC(CC3=C2C(=C4C(=C3O)C(=O)C5=C(C4=O)C(=CC=C5)OC)O)(C(=O)CO)O)N)O.Cl. Drug 1: CCN(CC)CCCC(C)NC1=C2C=C(C=CC2=NC3=C1C=CC(=C3)Cl)OC. Cell line: RPMI-8226. Synergy scores: CSS=32.8, Synergy_ZIP=-11.8, Synergy_Bliss=-21.7, Synergy_Loewe=-18.3, Synergy_HSA=-16.2. (4) Synergy scores: CSS=49.0, Synergy_ZIP=-1.65, Synergy_Bliss=-3.11, Synergy_Loewe=-6.61, Synergy_HSA=-3.82. Cell line: NCI-H322M. Drug 1: C1C(C(OC1N2C=C(C(=O)NC2=O)F)CO)O. Drug 2: CC1C(C(CC(O1)OC2CC(OC(C2O)C)OC3=CC4=CC5=C(C(=O)C(C(C5)C(C(=O)C(C(C)O)O)OC)OC6CC(C(C(O6)C)O)OC7CC(C(C(O7)C)O)OC8CC(C(C(O8)C)O)(C)O)C(=C4C(=C3C)O)O)O)O. (5) Drug 1: CC1C(C(=O)NC(C(=O)N2CCCC2C(=O)N(CC(=O)N(C(C(=O)O1)C(C)C)C)C)C(C)C)NC(=O)C3=C4C(=C(C=C3)C)OC5=C(C(=O)C(=C(C5=N4)C(=O)NC6C(OC(=O)C(N(C(=O)CN(C(=O)C7CCCN7C(=O)C(NC6=O)C(C)C)C)C)C(C)C)C)N)C. Drug 2: CS(=O)(=O)OCCCCOS(=O)(=O)C. Cell line: ACHN. Synergy scores: CSS=26.3, Synergy_ZIP=-5.27, Synergy_Bliss=-4.86, Synergy_Loewe=-7.44, Synergy_HSA=-1.90. (6) Synergy scores: CSS=80.2, Synergy_ZIP=-1.16, Synergy_Bliss=-1.57, Synergy_Loewe=-3.16, Synergy_HSA=0.751. Drug 1: C1=CC(=C2C(=C1NCCNCCO)C(=O)C3=C(C=CC(=C3C2=O)O)O)NCCNCCO. Drug 2: CC1=C2C(C(=O)C3(C(CC4C(C3C(C(C2(C)C)(CC1OC(=O)C(C(C5=CC=CC=C5)NC(=O)OC(C)(C)C)O)O)OC(=O)C6=CC=CC=C6)(CO4)OC(=O)C)O)C)O. Cell line: SR. (7) Synergy scores: CSS=2.46, Synergy_ZIP=-0.841, Synergy_Bliss=-0.502, Synergy_Loewe=0.134, Synergy_HSA=0.160. Drug 1: CC1=CC=C(C=C1)C2=CC(=NN2C3=CC=C(C=C3)S(=O)(=O)N)C(F)(F)F. Cell line: OVCAR-5. Drug 2: C1C(C(OC1N2C=NC(=NC2=O)N)CO)O. (8) Drug 1: CCCCCOC(=O)NC1=NC(=O)N(C=C1F)C2C(C(C(O2)C)O)O. Drug 2: C1=CC=C(C(=C1)C(C2=CC=C(C=C2)Cl)C(Cl)Cl)Cl. Cell line: SR. Synergy scores: CSS=22.4, Synergy_ZIP=9.43, Synergy_Bliss=14.1, Synergy_Loewe=10.1, Synergy_HSA=10.9. (9) Drug 1: C1=CC(=CC=C1C#N)C(C2=CC=C(C=C2)C#N)N3C=NC=N3. Drug 2: C1CNP(=O)(OC1)N(CCCl)CCCl. Cell line: SK-MEL-5. Synergy scores: CSS=3.39, Synergy_ZIP=0.542, Synergy_Bliss=-0.650, Synergy_Loewe=3.24, Synergy_HSA=-2.33.